The task is: Predict which catalyst facilitates the given reaction.. This data is from Catalyst prediction with 721,799 reactions and 888 catalyst types from USPTO. (1) Reactant: Cl.[S:2]1[C:10]2[C:5](=[N:6][CH:7]=[CH:8][CH:9]=2)[N:4]=[C:3]1[O:11][C:12]1[CH:27]=[CH:26][C:15]2[CH:16]=[C:17]([CH2:19][N:20]3[CH2:24][CH2:23][CH:22]([NH2:25])[CH2:21]3)[O:18][C:14]=2[CH:13]=1.CCN(CC)CC.C[Si]([N:39]=[C:40]=[O:41])(C)C. Product: [CH:14]([OH:18])=[O:41].[S:2]1[C:10]2[C:5](=[N:6][CH:7]=[CH:8][CH:9]=2)[N:4]=[C:3]1[O:11][C:12]1[CH:27]=[CH:26][C:15]2[CH:16]=[C:17]([CH2:19][N:20]3[CH2:24][CH2:23][CH:22]([NH:25][C:40]([NH2:39])=[O:41])[CH2:21]3)[O:18][C:14]=2[CH:13]=1. The catalyst class is: 2. (2) Reactant: C([N:9]1[C:14](=[O:15])[C:13]([C:16]2[CH:21]=[CH:20][N:19]=[C:18]([CH3:22])[CH:17]=2)=[CH:12][N:11]([CH2:23][CH2:24][CH2:25][CH2:26][Cl:27])[C:10]1=[O:28])(=O)C1C=CC=CC=1. Product: [Cl:27][CH2:26][CH2:25][CH2:24][CH2:23][N:11]1[CH:12]=[C:13]([C:16]2[CH:21]=[CH:20][N:19]=[C:18]([CH3:22])[CH:17]=2)[C:14](=[O:15])[NH:9][C:10]1=[O:28]. The catalyst class is: 547. (3) Reactant: [CH:1]1([O:6][C:7]2[N:15]=[C:14]3[C:10]([N:11]=[CH:12][NH:13]3)=[C:9]([NH:16][C:17](=[O:24])[C:18]3[CH:23]=[CH:22][CH:21]=[CH:20][CH:19]=3)[N:8]=2)[CH2:5][CH2:4][CH2:3][CH2:2]1.C(O[CH:29]1[O:51][C@H:50]([CH2:52][O:53][C:54](=[O:61])[C:55]2[CH:60]=[CH:59][CH:58]=[CH:57][CH:56]=2)[C@@H:40]([O:41][C:42](=[O:49])[C:43]2[CH:48]=[CH:47][CH:46]=[CH:45][CH:44]=2)[C@H:30]1[O:31][C:32](=[O:39])[C:33]1[CH:38]=[CH:37][CH:36]=[CH:35][CH:34]=1)(=O)C.C/C(/O[Si](C)(C)C)=N\[Si](C)(C)C.[Sn](Cl)(Cl)(Cl)Cl.C(=O)(O)[O-].[Na+]. Product: [C:17]([NH:16][C:9]1[N:8]=[C:7]([O:6][CH:1]2[CH2:2][CH2:3][CH2:4][CH2:5]2)[N:15]=[C:14]2[C:10]=1[N:11]=[CH:12][N:13]2[C@@H:29]1[O:51][C@H:50]([CH2:52][O:53][C:54](=[O:61])[C:55]2[CH:60]=[CH:59][CH:58]=[CH:57][CH:56]=2)[C@@H:40]([O:41][C:42](=[O:49])[C:43]2[CH:48]=[CH:47][CH:46]=[CH:45][CH:44]=2)[C@H:30]1[O:31][C:32](=[O:39])[C:33]1[CH:34]=[CH:35][CH:36]=[CH:37][CH:38]=1)(=[O:24])[C:18]1[CH:23]=[CH:22][CH:21]=[CH:20][CH:19]=1. The catalyst class is: 290. (4) Reactant: Br[CH:2]([C:33]([F:36])([F:35])[F:34])[CH2:3][N:4]([C:8]1[C:9]([NH2:32])=[N:10][C:11]([C:14]2[CH:18]=[C:17]([C:19]3[CH:23]=[CH:22][O:21][N:20]=3)[N:16]([CH2:24][C:25]3[CH:30]=[CH:29][CH:28]=[CH:27][C:26]=3[F:31])[N:15]=2)=[N:12][CH:13]=1)[C:5](=[O:7])[O-:6].[Li+].C[Si]([N-][Si](C)(C)C)(C)C.CO. Product: [NH2:32][C:9]1[C:8]([N:4]2[CH2:3][CH:2]([C:33]([F:36])([F:35])[F:34])[O:6][C:5]2=[O:7])=[CH:13][N:12]=[C:11]([C:14]2[CH:18]=[C:17]([C:19]3[CH:23]=[CH:22][O:21][N:20]=3)[N:16]([CH2:24][C:25]3[CH:30]=[CH:29][CH:28]=[CH:27][C:26]=3[F:31])[N:15]=2)[N:10]=1. The catalyst class is: 1. (5) Reactant: [CH2:1]([O:8][CH2:9][CH2:10][C@@H:11]([NH:15][C:16]([O:18][C:19]([CH3:22])([CH3:21])[CH3:20])=[O:17])[C:12]([OH:14])=O)[C:2]1[CH:7]=[CH:6][CH:5]=[CH:4][CH:3]=1.C(N1C=CN=C1)(N1C=CN=C1)=O.[C:35]([O:41][C:42]([CH3:45])([CH3:44])[CH3:43])(=[O:40])[CH2:36][C:37]([O-:39])=O.[Cl-].[Mg+2].[Cl-].CC(C)([O-])C.[K+].Cl. The catalyst class is: 116. Product: [CH2:1]([O:8][CH2:9][CH2:10][C@@H:11]([NH:15][C:16]([O:18][C:19]([CH3:22])([CH3:21])[CH3:20])=[O:17])[C:12](=[O:14])[CH2:36][C:35]([O:41][C:42]([CH3:45])([CH3:44])[CH3:43])=[O:40])[C:2]1[CH:3]=[CH:4][CH:5]=[CH:6][CH:7]=1.[CH2:1]([O:8][CH2:9][CH2:10][C@@H:11]([NH:15][C:16]([O:18][C:19]([CH3:22])([CH3:21])[CH3:20])=[O:17])/[C:37](/[OH:39])=[CH:36]/[C:35]([O:41][C:42]([CH3:45])([CH3:44])[CH3:43])=[O:40])[C:2]1[CH:7]=[CH:6][CH:5]=[CH:4][CH:3]=1. (6) Reactant: C(N(CC)CC)C.[C:8](Cl)(=[O:17])[CH2:9][CH2:10][C:11]1[CH:16]=[CH:15][CH:14]=[CH:13][CH:12]=1.[CH2:19]([O:26][C:27]1[C:28]([CH3:36])=[C:29]([CH3:35])[C:30]([NH2:34])=[N:31][C:32]=1[CH3:33])[C:20]1[CH:25]=[CH:24][CH:23]=[CH:22][CH:21]=1. Product: [CH2:19]([O:26][C:27]1[C:28]([CH3:36])=[C:29]([CH3:35])[C:30]([NH:34][C:8](=[O:17])[CH2:9][CH2:10][C:11]2[CH:16]=[CH:15][CH:14]=[CH:13][CH:12]=2)=[N:31][C:32]=1[CH3:33])[C:20]1[CH:21]=[CH:22][CH:23]=[CH:24][CH:25]=1. The catalyst class is: 2. (7) Reactant: CC(N(C)C)=O.Cl[C:8]1[CH:9]=[CH:10][C:11]2[N:12]([C:14]([C:17]([F:20])([F:19])[F:18])=[N:15][N:16]=2)[N:13]=1.[NH:21]1[CH2:26][CH2:25][CH:24]([C:27]2[CH:32]=[CH:31][C:30]([OH:33])=[CH:29][CH:28]=2)[CH2:23][CH2:22]1.C(N(CC)CC)C. Product: [F:18][C:17]([F:20])([F:19])[C:14]1[N:12]2[N:13]=[C:8]([N:21]3[CH2:26][CH2:25][CH:24]([C:27]4[CH:28]=[CH:29][C:30]([OH:33])=[CH:31][CH:32]=4)[CH2:23][CH2:22]3)[CH:9]=[CH:10][C:11]2=[N:16][N:15]=1. The catalyst class is: 6.